From a dataset of Full USPTO retrosynthesis dataset with 1.9M reactions from patents (1976-2016). Predict the reactants needed to synthesize the given product. (1) Given the product [Cl:1][C:2]1[CH:3]=[C:4]([CH:5]=[CH:6][CH:7]=1)[O:8][C:12]1[CH:17]=[CH:16][C:15]([N+:18]([O-:20])=[O:19])=[C:14]([CH3:21])[CH:13]=1, predict the reactants needed to synthesize it. The reactants are: [Cl:1][C:2]1[CH:3]=[C:4]([OH:8])[CH:5]=[CH:6][CH:7]=1.[OH-].[K+].F[C:12]1[CH:17]=[CH:16][C:15]([N+:18]([O-:20])=[O:19])=[C:14]([CH3:21])[CH:13]=1.[OH-].[Na+]. (2) The reactants are: [Cl:1][C:2]1[C:9]([F:10])=[C:8](I)[CH:7]=[CH:6][C:3]=1[C:4]#[N:5].O1CCCCC1[N:18]1[C:22](B2OC(C)(C)C(C)(C)O2)=[CH:21][CH:20]=[N:19]1. Given the product [Cl:1][C:2]1[C:9]([F:10])=[C:8]([C:20]2[NH:19][N:18]=[CH:22][CH:21]=2)[CH:7]=[CH:6][C:3]=1[C:4]#[N:5], predict the reactants needed to synthesize it. (3) The reactants are: [CH:1]1([C:4]2[N:5]=[C:6]3[C:11]([C:12]([F:15])([F:14])[F:13])=[CH:10][CH:9]=[CH:8][N:7]3[C:16]=2I)[CH2:3][CH2:2]1.[F:18][C:19]1[CH:20]=[CH:21][C:22]2=[C:23]([CH:39]=1)[O:24][CH2:25][C:26]1[CH:36]=[C:35]([CH:37]=[O:38])[CH:34]=[CH:33][C:27]=1/[C:28]/2=[C:29](/[CH3:32])\[C:30]#[N:31]. Given the product [CH:1]1([C:4]2[N:5]=[C:6]3[C:11]([C:12]([F:15])([F:14])[F:13])=[CH:10][CH:9]=[CH:8][N:7]3[C:16]=2[CH:37]([OH:38])[C:35]2[CH:34]=[CH:33][C:27]3/[C:28](=[C:29](/[CH3:32])\[C:30]#[N:31])/[C:22]4[CH:21]=[CH:20][C:19]([F:18])=[CH:39][C:23]=4[O:24][CH2:25][C:26]=3[CH:36]=2)[CH2:3][CH2:2]1, predict the reactants needed to synthesize it. (4) Given the product [CH:1]([C:4]1[CH:9]=[CH:8][C:7]([S:10]([NH:13][C:14]2[CH:19]=[CH:18][C:17]([CH:20]3[CH2:21][N:22]([CH2:24][CH2:25][CH3:26])[CH2:23]3)=[CH:16][CH:15]=2)(=[O:11])=[O:12])=[CH:6][CH:5]=1)([CH3:3])[CH3:2], predict the reactants needed to synthesize it. The reactants are: [CH:1]([C:4]1[CH:9]=[CH:8][C:7]([S:10]([NH:13][C:14]2[CH:19]=[CH:18][C:17]([CH:20]3[CH2:23][N:22]([C:24](=O)[CH2:25][CH3:26])[CH2:21]3)=[CH:16][CH:15]=2)(=[O:12])=[O:11])=[CH:6][CH:5]=1)([CH3:3])[CH3:2].C(OCC)(=O)C. (5) Given the product [NH2:1][C:4]1[CH:5]=[CH:6][C:7]([N:10]2[CH2:14][CH2:13][NH:12][C:11]2=[N:15][C:16]#[N:17])=[CH:8][CH:9]=1, predict the reactants needed to synthesize it. The reactants are: [N+:1]([C:4]1[CH:9]=[CH:8][C:7]([N:10]2[CH2:14][CH2:13][NH:12][C:11]2=[N:15][C:16]#[N:17])=[CH:6][CH:5]=1)([O-])=O.[H][H]. (6) The reactants are: Cl[C:2]1[N:3]=[CH:4][C:5]2[CH:10]=[CH:9][N:8]([CH2:11][C:12]3[CH:21]=[CH:20][C:19]4[C:14](=[CH:15][CH:16]=[CH:17][CH:18]=4)[CH:13]=3)[C:6]=2[N:7]=1.[NH2:22][CH2:23][C:24]1[C:25]([CH3:39])=[CH:26][C:27]([NH:31]C(=O)OC(C)(C)C)=[N:28][C:29]=1[CH3:30].CC(C)([O-])C.[Na+].C1C=CC(P(C2C(C3C(P(C4C=CC=CC=4)C4C=CC=CC=4)=CC=C4C=3C=CC=C4)=C3C(C=CC=C3)=CC=2)C2C=CC=CC=2)=CC=1. Given the product [NH2:31][C:27]1[N:28]=[C:29]([CH3:30])[C:24]([CH2:23][NH:22][C:2]2[N:3]=[CH:4][C:5]3[CH:10]=[CH:9][N:8]([CH2:11][C:12]4[CH:21]=[CH:20][C:19]5[C:14](=[CH:15][CH:16]=[CH:17][CH:18]=5)[CH:13]=4)[C:6]=3[N:7]=2)=[C:25]([CH3:39])[CH:26]=1, predict the reactants needed to synthesize it. (7) Given the product [NH2:8][C:6](=[O:7])[C:5]([I:4])([S:18]([O-:20])=[O:19])[C:9]([NH2:11])=[O:10].[Na+:17], predict the reactants needed to synthesize it. The reactants are: C(#N)C.[I:4][C:5](I)([C:9]([NH2:11])=[O:10])[C:6]([NH2:8])=[O:7].C(=O)([O-])O.[Na+:17].[S:18](S([O-])=O)([O-:20])=[O:19].[Na+].[Na+]. (8) Given the product [ClH:18].[CH3:2][C:3]1[CH:4]=[CH:5][C:6]([C:10]([F:11])([F:12])[F:13])=[C:7]([NH:8][NH2:14])[CH:9]=1, predict the reactants needed to synthesize it. The reactants are: Cl.[CH3:2][C:3]1[CH:4]=[CH:5][C:6]([C:10]([F:13])([F:12])[F:11])=[C:7]([CH:9]=1)[NH2:8].[N:14]([O-])=O.[Na+].[Cl:18][Sn]Cl.Cl.C(O)(C(F)(F)F)=O.